From a dataset of NCI-60 drug combinations with 297,098 pairs across 59 cell lines. Regression. Given two drug SMILES strings and cell line genomic features, predict the synergy score measuring deviation from expected non-interaction effect. (1) Drug 1: C1CN(P(=O)(OC1)NCCCl)CCCl. Drug 2: COCCOC1=C(C=C2C(=C1)C(=NC=N2)NC3=CC=CC(=C3)C#C)OCCOC.Cl. Cell line: OVCAR3. Synergy scores: CSS=15.0, Synergy_ZIP=-2.90, Synergy_Bliss=-4.36, Synergy_Loewe=-11.7, Synergy_HSA=-3.03. (2) Cell line: ACHN. Drug 1: CS(=O)(=O)C1=CC(=C(C=C1)C(=O)NC2=CC(=C(C=C2)Cl)C3=CC=CC=N3)Cl. Synergy scores: CSS=28.2, Synergy_ZIP=0.916, Synergy_Bliss=2.76, Synergy_Loewe=-44.7, Synergy_HSA=1.32. Drug 2: CC1=C(C(=O)C2=C(C1=O)N3CC4C(C3(C2COC(=O)N)OC)N4)N. (3) Drug 1: C1=NNC2=C1C(=O)NC=N2. Drug 2: CC12CCC3C(C1CCC2OP(=O)(O)O)CCC4=C3C=CC(=C4)OC(=O)N(CCCl)CCCl.[Na+]. Cell line: T-47D. Synergy scores: CSS=12.3, Synergy_ZIP=-0.714, Synergy_Bliss=4.18, Synergy_Loewe=-1.87, Synergy_HSA=-0.506. (4) Drug 1: CN(C)N=NC1=C(NC=N1)C(=O)N. Drug 2: CCCCC(=O)OCC(=O)C1(CC(C2=C(C1)C(=C3C(=C2O)C(=O)C4=C(C3=O)C=CC=C4OC)O)OC5CC(C(C(O5)C)O)NC(=O)C(F)(F)F)O. Cell line: 786-0. Synergy scores: CSS=2.51, Synergy_ZIP=-2.06, Synergy_Bliss=-5.92, Synergy_Loewe=-9.40, Synergy_HSA=-5.39.